Predict the reactants needed to synthesize the given product. From a dataset of Full USPTO retrosynthesis dataset with 1.9M reactions from patents (1976-2016). (1) Given the product [N:31]1([S:28]([N:6]([CH2:5][C:4]([OH:41])=[O:3])[CH2:7][C:8]2[CH:13]=[CH:12][CH:11]=[C:10]([O:14][CH2:15][CH2:16][C:17]3[N:18]=[C:19]([C:23]4[S:24][CH:25]=[CH:26][CH:27]=4)[O:20][C:21]=3[CH3:22])[CH:9]=2)(=[O:29])=[O:30])[C:40]2[C:35](=[CH:36][CH:37]=[CH:38][CH:39]=2)[CH2:34][CH2:33][CH2:32]1, predict the reactants needed to synthesize it. The reactants are: C([O:3][C:4](=[O:41])[CH2:5][N:6]([S:28]([N:31]1[C:40]2[C:35](=[CH:36][CH:37]=[CH:38][CH:39]=2)[CH2:34][CH2:33][CH2:32]1)(=[O:30])=[O:29])[CH2:7][C:8]1[CH:13]=[CH:12][CH:11]=[C:10]([O:14][CH2:15][CH2:16][C:17]2[N:18]=[C:19]([C:23]3[S:24][CH:25]=[CH:26][CH:27]=3)[O:20][C:21]=2[CH3:22])[CH:9]=1)C.O.[OH-].[Li+]. (2) Given the product [Cl:17][C:14]1[CH:15]=[C:16]2[NH:8][C:9](=[O:36])[C:10]3([CH:18]([C:19]4[CH:24]=[C:23]([Cl:25])[CH:22]=[CH:21][C:20]=4[O:26][C:27]([CH2:28][CH3:29])([C:32]([O:34][CH3:35])=[O:33])[CH2:30][CH3:31])[CH2:47][C:46](=[O:48])[NH:45][CH:44]3[C:42]3[CH:43]=[C:38]([F:37])[CH:39]=[CH:40][C:41]=3[CH3:53])[C:11]2=[CH:12][CH:13]=1, predict the reactants needed to synthesize it. The reactants are: C(OC([N:8]1[C:16]2[C:11](=[CH:12][CH:13]=[C:14]([Cl:17])[CH:15]=2)/[C:10](=[CH:18]/[C:19]2[CH:24]=[C:23]([Cl:25])[CH:22]=[CH:21][C:20]=2[O:26][C:27]([C:32]([O:34][CH3:35])=[O:33])([CH2:30][CH3:31])[CH2:28][CH3:29])/[C:9]1=[O:36])=O)(C)(C)C.[F:37][C:38]1[CH:39]=[CH:40][C:41]([CH3:53])=[C:42]([CH:44]=[N:45][C:46]([O:48][Si](C)(C)C)=[CH2:47])[CH:43]=1. (3) Given the product [C:1]([NH:5][S:6]([C:9]1[CH:14]=[CH:13][CH:12]=[C:11]([C:15]2[N:23]3[C:18]([CH:19]=[N:20][C:21]([NH:37][C:34]4[CH:33]=[CH:32][C:31]([C:27]5[CH:26]=[N:25][CH:30]=[CH:29][CH:28]=5)=[CH:36][CH:35]=4)=[N:22]3)=[CH:17][CH:16]=2)[CH:10]=1)(=[O:8])=[O:7])([CH3:4])([CH3:3])[CH3:2], predict the reactants needed to synthesize it. The reactants are: [C:1]([NH:5][S:6]([C:9]1[CH:14]=[CH:13][CH:12]=[C:11]([C:15]2[N:23]3[C:18]([CH:19]=[N:20][C:21](O)=[N:22]3)=[CH:17][CH:16]=2)[CH:10]=1)(=[O:8])=[O:7])([CH3:4])([CH3:3])[CH3:2].[N:25]1[CH:30]=[CH:29][CH:28]=[C:27]([C:31]2[CH:36]=[CH:35][C:34]([NH2:37])=[CH:33][CH:32]=2)[CH:26]=1. (4) Given the product [Br:50][C:51]1[N:59]=[CH:58][CH:57]=[C:56]([CH3:60])[C:52]=1[C:53]([NH:1][CH2:2][CH2:3][C@H:4]([N:6]1[CH2:7][CH2:8][CH:9]([N:12]([C:21]2[CH:26]=[CH:25][C:24]([O:27][CH3:28])=[CH:23][CH:22]=2)[CH2:13][C:14]2[CH:15]=[N:16][CH:17]=[CH:18][C:19]=2[CH3:20])[CH2:10][CH2:11]1)[CH3:5])=[O:54], predict the reactants needed to synthesize it. The reactants are: [NH2:1][CH2:2][CH2:3][C@H:4]([N:6]1[CH2:11][CH2:10][CH:9]([N:12]([C:21]2[CH:26]=[CH:25][C:24]([O:27][CH3:28])=[CH:23][CH:22]=2)[CH2:13][C:14]2[CH:15]=[N:16][CH:17]=[CH:18][C:19]=2[CH3:20])[CH2:8][CH2:7]1)[CH3:5].CCN=C=NCCCN(C)C.C1C=CC2N(O)N=NC=2C=1.[Br:50][C:51]1[N:59]=[CH:58][CH:57]=[C:56]([CH3:60])[C:52]=1[C:53](O)=[O:54].CCN(C(C)C)C(C)C. (5) Given the product [C:17]([O:19][C:2]1[CH:10]=[CH:9][C:5]([C:6]([OH:8])=[O:7])=[CH:4][N:3]=1)([CH3:20])([CH3:18])[CH3:16], predict the reactants needed to synthesize it. The reactants are: Cl[C:2]1[CH:10]=[CH:9][C:5]([C:6]([OH:8])=[O:7])=[CH:4][N:3]=1.C1COCC1.[CH3:16][C:17]([CH3:20])([O-:19])[CH3:18].[K+].C(O)(=O)CC(CC(O)=O)(C(O)=O)O. (6) Given the product [C:1]([O:6][CH2:7][O:21][C:19](=[O:20])[C@@:18]([CH2:23][OH:24])([CH3:22])[CH2:17][C@H:16]([NH2:25])[CH2:15][C:12]1[CH:13]=[CH:14][C:9]([C:33]2[CH:38]=[CH:37][CH:36]=[CH:35][CH:34]=2)=[CH:10][CH:11]=1)(=[O:5])[CH2:2][CH2:3][CH3:4], predict the reactants needed to synthesize it. The reactants are: [C:1]([O:6][CH2:7]Cl)(=[O:5])[CH2:2][CH2:3][CH3:4].[C:9]1([C:33]2[CH:38]=[CH:37][CH:36]=[CH:35][CH:34]=2)[CH:14]=[CH:13][C:12]([CH2:15][C@@H:16]([NH:25]C(OC(C)(C)C)=O)[CH2:17][C@:18]([CH2:23][OH:24])([CH3:22])[C:19]([OH:21])=[O:20])=[CH:11][CH:10]=1.CCN(CC)CC.